Dataset: Full USPTO retrosynthesis dataset with 1.9M reactions from patents (1976-2016). Task: Predict the reactants needed to synthesize the given product. (1) Given the product [ClH:19].[CH3:20][C:21]1[C:22]([N:28]2[CH2:29][CH2:30][N:31]([C:5]([C:4]3[CH:8]=[CH:9][C:10]([N:12]4[C@H:16]([CH3:17])[CH2:15][O:14][C:13]4=[O:18])=[CH:11][C:3]=3[O:2][CH3:1])=[O:7])[CH2:32][CH2:33]2)=[N:23][CH:24]=[C:25]([CH3:27])[CH:26]=1, predict the reactants needed to synthesize it. The reactants are: [CH3:1][O:2][C:3]1[CH:11]=[C:10]([N:12]2[C@H:16]([CH3:17])[CH2:15][O:14][C:13]2=[O:18])[CH:9]=[CH:8][C:4]=1[C:5]([OH:7])=O.[ClH:19].[CH3:20][C:21]1[C:22]([N:28]2[CH2:33][CH2:32][NH:31][CH2:30][CH2:29]2)=[N:23][CH:24]=[C:25]([CH3:27])[CH:26]=1. (2) Given the product [CH2:11]([C:10]1[C:2]2[N:1]=[C:13]([CH3:14])[O:5][C:4](=[O:6])[C:3]=2[CH:7]=[CH:8][CH:9]=1)[CH3:12], predict the reactants needed to synthesize it. The reactants are: [NH2:1][C:2]1[C:10]([CH2:11][CH3:12])=[CH:9][CH:8]=[CH:7][C:3]=1[C:4]([OH:6])=[O:5].[C:13](OC(=O)C)(=O)[CH3:14]. (3) Given the product [CH3:1][C@H:2]1[N:7]([C:25]([C:24]2[CH:28]=[CH:29][CH:30]=[CH:31][C:23]=2[N:19]2[N:20]=[CH:21][CH:22]=[N:18]2)=[O:26])[CH2:6][C@H:5]([O:8][C:9]2[CH:10]=[C:11]([CH:15]([OH:17])[CH3:16])[CH:12]=[CH:13][CH:14]=2)[CH2:4][CH2:3]1, predict the reactants needed to synthesize it. The reactants are: [CH3:1][C@H:2]1[NH:7][CH2:6][C@H:5]([O:8][C:9]2[CH:10]=[C:11]([CH:15]([OH:17])[CH3:16])[CH:12]=[CH:13][CH:14]=2)[CH2:4][CH2:3]1.[N:18]1[N:19]([C:23]2[CH:31]=[CH:30][CH:29]=[CH:28][C:24]=2[C:25](O)=[O:26])[N:20]=[CH:21][CH:22]=1.C(Cl)CCl.ON1C2N=CC=CC=2N=N1.CCN(C(C)C)C(C)C. (4) Given the product [OH:35][C:21]1[CH:20]=[C:19]([N:3]2[C:4](=[O:18])[C:5]3[C:10](=[CH:9][CH:8]=[C:7]([O:11][C:12]4[CH:17]=[CH:16][CH:15]=[CH:14][CH:13]=4)[CH:6]=3)[C:2]2=[O:1])[CH:34]=[CH:33][C:22]=1[O:43][CH2:41][CH2:40][N:3]1[CH2:4][CH2:5][CH2:10][CH2:2]1.[F:39][C:40]([F:45])([F:44])[C:41]([O-:43])=[O:42], predict the reactants needed to synthesize it. The reactants are: [O:1]=[C:2]1[C:10]2[C:5](=[CH:6][C:7]([O:11][C:12]3[CH:17]=[CH:16][CH:15]=[CH:14][CH:13]=3)=[CH:8][CH:9]=2)[C:4](=[O:18])[N:3]1[C:19]1[CH:34]=[CH:33][C:22](C(NCCN2CCCC2)=O)=[C:21]([O:35]COC)[CH:20]=1.[F:39][C:40]([F:45])([F:44])[C:41]([OH:43])=[O:42]. (5) Given the product [Cl:10][C:11]1[C:12]([NH:31][C:32]2[CH:37]=[CH:36][C:35]([O:38][CH3:39])=[CH:34][C:33]=2[NH:40][S:41]([CH3:44])(=[O:43])=[O:42])=[N:13][C:14]([NH:17][C:18]2[CH:23]=[CH:22][CH:21]=[C:20]([CH2:24][CH2:25][CH2:26][OH:27])[C:19]=2[CH3:30])=[N:15][CH:16]=1, predict the reactants needed to synthesize it. The reactants are: CC(C[AlH]CC(C)C)C.[Cl:10][C:11]1[C:12]([NH:31][C:32]2[CH:37]=[CH:36][C:35]([O:38][CH3:39])=[CH:34][C:33]=2[NH:40][S:41]([CH3:44])(=[O:43])=[O:42])=[N:13][C:14]([NH:17][C:18]2[C:19]([CH3:30])=[C:20]([CH2:24][CH2:25][C:26](OC)=[O:27])[CH:21]=[CH:22][CH:23]=2)=[N:15][CH:16]=1. (6) Given the product [NH2:1][CH:2]1[CH2:10][CH2:9][CH2:8][CH:4]([C:5]([OH:7])=[O:6])[CH2:3]1, predict the reactants needed to synthesize it. The reactants are: [NH2:1][C:2]1[CH:3]=[C:4]([CH:8]=[CH:9][CH:10]=1)[C:5]([OH:7])=[O:6].[H][H]. (7) Given the product [CH3:24][C:25]([CH3:41])([CH3:40])[CH2:26][C:27]1[N:28]=[C:29]([CH:38]([OH:39])[C:7]2([C:12]3[CH:13]=[CH:14][C:15]([C:18]4[CH:23]=[CH:22][CH:21]=[CH:20][N:19]=4)=[CH:16][CH:17]=3)[S:8][CH2:9][CH2:10][CH2:11][S:6]2)[N:30]([S:32]([N:35]([CH3:36])[CH3:37])(=[O:33])=[O:34])[CH:31]=1, predict the reactants needed to synthesize it. The reactants are: C([Li])CCC.[S:6]1[CH2:11][CH2:10][CH2:9][S:8][CH:7]1[C:12]1[CH:17]=[CH:16][C:15]([C:18]2[CH:23]=[CH:22][CH:21]=[CH:20][N:19]=2)=[CH:14][CH:13]=1.[CH3:24][C:25]([CH3:41])([CH3:40])[CH2:26][C:27]1[N:28]=[C:29]([CH:38]=[O:39])[N:30]([S:32]([N:35]([CH3:37])[CH3:36])(=[O:34])=[O:33])[CH:31]=1. (8) Given the product [Cl:19][C:6]1[CH:5]=[C:4]([C:1](=[O:3])[CH3:2])[CH:9]=[N:8][C:7]=1[CH3:10], predict the reactants needed to synthesize it. The reactants are: [C:1]([C:4]1[CH:5]=[C:6]([Cl:19])[C:7]([CH:10](C(OC)=O)C(OC)=O)=[N:8][CH:9]=1)(=[O:3])[CH3:2].Br. (9) The reactants are: [Cl:1][C:2]1[CH:9]=[C:8]([C:10]2[CH:14]=[CH:13][NH:12][N:11]=2)[CH:7]=[CH:6][C:3]=1[C:4]#[N:5].C([NH:22][CH2:23][C@@H:24](O)[CH3:25])(OC(C)(C)C)=O.C1(P(C2C=CC=CC=2)C2C=CC=CC=2)C=CC=CC=1.CC(OC(/N=N/C(OC(C)C)=O)=O)C. Given the product [NH2:22][CH2:23][C@@H:24]([N:12]1[CH:13]=[CH:14][C:10]([C:8]2[CH:7]=[CH:6][C:3]([C:4]#[N:5])=[C:2]([Cl:1])[CH:9]=2)=[N:11]1)[CH3:25], predict the reactants needed to synthesize it.